From a dataset of Forward reaction prediction with 1.9M reactions from USPTO patents (1976-2016). Predict the product of the given reaction. (1) The product is: [I:12][C:6]1[C:7]([O:9][CH3:10])=[N:8][C:3]([O:2][CH3:1])=[N:4][C:5]=1[CH3:11]. Given the reactants [CH3:1][O:2][C:3]1[N:8]=[C:7]([O:9][CH3:10])[CH:6]=[C:5]([CH3:11])[N:4]=1.[I:12]N1C(=O)CCC1=O.C(OCC)(=O)C, predict the reaction product. (2) Given the reactants [CH3:1][CH:2]([NH:16][C:17]1[N:22]=[C:21]([N:23]2[CH2:28][CH2:27][C:26](=[O:29])[N:25]3[CH2:30][CH:31]=[C:32]([C:34]4[CH:39]=[CH:38][CH:37]=[CH:36][CH:35]=4)[N:33]=[C:24]23)[CH:20]=[CH:19][N:18]=1)[CH2:3][C:4]1[CH:9]=[CH:8][C:7]([CH:10]=[C:11]([N+:13]([O-])=O)[CH3:12])=[CH:6][CH:5]=1, predict the reaction product. The product is: [NH2:13][CH:11]([CH3:12])[CH2:10][C:7]1[CH:8]=[CH:9][C:4]([CH2:3][CH:2]([NH:16][C:17]2[N:22]=[C:21]([N:23]3[CH2:28][CH2:27][C:26](=[O:29])[N:25]4[CH2:30][CH:31]=[C:32]([C:34]5[CH:35]=[CH:36][CH:37]=[CH:38][CH:39]=5)[N:33]=[C:24]34)[CH:20]=[CH:19][N:18]=2)[CH3:1])=[CH:5][CH:6]=1. (3) Given the reactants [NH2:1][C:2]([C:6]1([C:9]([O:11]C(C)(C)C)=[O:10])[CH2:8][CH2:7]1)([CH3:5])[CH2:3][NH2:4].O.[ClH:17], predict the reaction product. The product is: [ClH:17].[ClH:17].[NH2:1][C:2]([C:6]1([C:9]([OH:11])=[O:10])[CH2:7][CH2:8]1)([CH3:5])[CH2:3][NH2:4]. (4) Given the reactants [Cl:1][C:2]1[C:9]([CH3:10])=[C:8]([NH:11][C@@H:12]([C:16]2[O:17][C:18]([C:21]3[CH:26]=[CH:25][C:24]([OH:27])=[C:23]([Cl:28])[CH:22]=3)=[N:19][N:20]=2)[C@@H:13]([OH:15])[CH3:14])[CH:7]=[CH:6][C:3]=1[C:4]#[N:5].[CH3:29][CH2:30][CH2:31][C:32](Cl)=[O:33], predict the reaction product. The product is: [C:32]([O:27][C:24]1[CH:25]=[CH:26][C:21]([C:18]2[O:17][C:16]([C@H:12]([NH:11][C:8]3[CH:7]=[CH:6][C:3]([C:4]#[N:5])=[C:2]([Cl:1])[C:9]=3[CH3:10])[C@@H:13]([O:15][C:16](=[O:17])[CH2:12][CH2:13][CH3:14])[CH3:14])=[N:20][N:19]=2)=[CH:22][C:23]=1[Cl:28])(=[O:33])[CH2:31][CH2:30][CH3:29]. (5) Given the reactants [C:1]([CH2:3][C:4]([N:6]([CH:14]([C:16]1([CH3:19])[CH2:18][CH2:17]1)[CH3:15])[CH2:7][CH2:8][C:9]([O:11]CC)=O)=[O:5])#[N:2].CC(C)([O-])C.[K+].Cl, predict the reaction product. The product is: [OH:11][C:9]1[CH2:8][CH2:7][N:6]([CH:14]([C:16]2([CH3:19])[CH2:17][CH2:18]2)[CH3:15])[C:4](=[O:5])[C:3]=1[C:1]#[N:2].